Task: Predict the product of the given reaction.. Dataset: Forward reaction prediction with 1.9M reactions from USPTO patents (1976-2016) Given the reactants [N:1]1[CH:2]=[CH:3][N:4]2[CH:9]=[CH:8][CH:7]=[C:6]([C:10]([OH:12])=O)[C:5]=12.Cl.[F:14][C:15]1[CH:20]=[CH:19][C:18]([C:21](=[O:29])[CH2:22][N:23]2[CH2:28][CH2:27][NH:26][CH2:25][CH2:24]2)=[CH:17][CH:16]=1, predict the reaction product. The product is: [F:14][C:15]1[CH:20]=[CH:19][C:18]([C:21](=[O:29])[CH2:22][N:23]2[CH2:24][CH2:25][N:26]([C:10]([C:6]3[C:5]4[N:4]([CH:3]=[CH:2][N:1]=4)[CH:9]=[CH:8][CH:7]=3)=[O:12])[CH2:27][CH2:28]2)=[CH:17][CH:16]=1.